This data is from Forward reaction prediction with 1.9M reactions from USPTO patents (1976-2016). The task is: Predict the product of the given reaction. Given the reactants [Cl:1][C:2]1[CH:10]=[C:9]2[C:5]([C:6]([CH2:18][C:19]3[CH:24]=[CH:23][CH:22]=[C:21]([Cl:25])[CH:20]=3)([CH:12]3[CH2:17][CH2:16][CH2:15][NH:14][CH2:13]3)[C:7](=[O:11])[NH:8]2)=[CH:4][CH:3]=1.C(N(CC)CC)C.[CH3:33][O:34][C:35](=[O:45])[C:36]1[CH:41]=[CH:40][CH:39]=[C:38]([N:42]=[C:43]=[O:44])[CH:37]=1, predict the reaction product. The product is: [CH3:33][O:34][C:35](=[O:45])[C:36]1[CH:41]=[CH:40][CH:39]=[C:38]([NH:42][C:43]([N:14]2[CH2:15][CH2:16][CH2:17][CH:12]([C:6]3([CH2:18][C:19]4[CH:24]=[CH:23][CH:22]=[C:21]([Cl:25])[CH:20]=4)[C:5]4[C:9](=[CH:10][C:2]([Cl:1])=[CH:3][CH:4]=4)[NH:8][C:7]3=[O:11])[CH2:13]2)=[O:44])[CH:37]=1.